From a dataset of Catalyst prediction with 721,799 reactions and 888 catalyst types from USPTO. Predict which catalyst facilitates the given reaction. Reactant: Cl.Cl[C:3]1[N:8]=[CH:7][C:6]([CH2:9][NH2:10])=[CH:5][C:4]=1[CH3:11].[F:12][C:13]1[CH:18]=[C:17](B(O)O)[CH:16]=[CH:15][N:14]=1.COC1C=CC=C(OC)C=1C1C=CC=CC=1P(C1CCCCC1)C1CCCCC1.[O-]P([O-])([O-])=O.[K+].[K+].[K+]. Product: [F:12][C:13]1[CH:18]=[C:17]([C:3]2[C:4]([CH3:11])=[CH:5][C:6]([CH2:9][NH2:10])=[CH:7][N:8]=2)[CH:16]=[CH:15][N:14]=1. The catalyst class is: 318.